This data is from Reaction yield outcomes from USPTO patents with 853,638 reactions. The task is: Predict the reaction yield, written as a fraction of the theoretical maximum amount of product (1.0 means a 100% yield; for example, 0.34 means a 34% yield). (1) The reactants are [F:1][C:2]([F:11])([F:10])[C:3]1[S:7][CH:6]=[N:5][C:4]=1[CH2:8][OH:9].N1C=CN=C1.[C:17]([Si:21](Cl)([CH3:23])[CH3:22])([CH3:20])([CH3:19])[CH3:18]. The catalyst is ClCCl. The product is [Si:21]([O:9][CH2:8][C:4]1[N:5]=[CH:6][S:7][C:3]=1[C:2]([F:1])([F:10])[F:11])([C:17]([CH3:20])([CH3:19])[CH3:18])([CH3:23])[CH3:22]. The yield is 0.450. (2) The reactants are [CH:1]1([C:7]2([CH3:15])[N:11]([CH3:12])[C:10](=[O:13])[NH:9][C:8]2=[O:14])[CH2:6][CH2:5][CH2:4][CH2:3][CH2:2]1.[H-].[Na+].Br[CH2:19][C:20]([C:22]1[CH:26]=[CH:25][S:24][CH:23]=1)=[O:21]. The catalyst is CN(C=O)C. The product is [CH:1]1([C:7]2([CH3:15])[N:11]([CH3:12])[C:10](=[O:13])[N:9]([CH2:19][C:20](=[O:21])[C:22]3[CH:26]=[CH:25][S:24][CH:23]=3)[C:8]2=[O:14])[CH2:2][CH2:3][CH2:4][CH2:5][CH2:6]1. The yield is 0.0840.